Dataset: Rat liver microsome stability data. Task: Regression/Classification. Given a drug SMILES string, predict its absorption, distribution, metabolism, or excretion properties. Task type varies by dataset: regression for continuous measurements (e.g., permeability, clearance, half-life) or binary classification for categorical outcomes (e.g., BBB penetration, CYP inhibition). Dataset: rlm. (1) The compound is O=C(Nc1ccc(N2CCN(c3ncccc3C(F)(F)F)CC2)nc1)c1cccs1. The result is 1 (stable in rat liver microsomes). (2) The molecule is Cc1ccc(S(=O)(=O)Nc2ccncc2C(=O)Nc2nc(-c3ccccc3)cs2)cc1. The result is 0 (unstable in rat liver microsomes). (3) The molecule is COc1ccc(-c2ccc3nc(NCc4ccc(S(N)(=O)=O)cc4)nc(NC4(C#N)CC4)c3n2)cn1. The result is 0 (unstable in rat liver microsomes). (4) The molecule is CN(C)CC(=O)NC1CCCc2c1cnn2-c1ccc(F)cc1F. The result is 0 (unstable in rat liver microsomes). (5) The molecule is CCn1nc(-c2cccc(Cl)c2)nc2c(=O)n(C)c(=O)nc1-2. The result is 0 (unstable in rat liver microsomes).